From a dataset of Forward reaction prediction with 1.9M reactions from USPTO patents (1976-2016). Predict the product of the given reaction. (1) Given the reactants [I:1][C:2]1[CH:3]=[CH:4][C:5]([O:9][CH3:10])=[C:6]([NH2:8])[CH:7]=1.Cl[C:12]1[C:17]([Cl:18])=[CH:16][N:15]=[C:14]([NH2:19])[N:13]=1.Cl.[OH-].[Na+], predict the reaction product. The product is: [Cl:18][C:17]1[C:12]([NH:8][C:6]2[CH:7]=[C:2]([I:1])[CH:3]=[CH:4][C:5]=2[O:9][CH3:10])=[N:13][C:14]([NH2:19])=[N:15][CH:16]=1. (2) Given the reactants [F:1][C:2]([C:5]1[CH:10]=[CH:9][C:8]([CH:11]2[CH2:16][N:15]([C:17]([N:19]3[CH2:24][CH2:23][S:22][CH2:21][CH2:20]3)=[O:18])[CH2:14][CH:13]([C:25]([O:27]C)=[O:26])[CH2:12]2)=[CH:7][CH:6]=1)([F:4])[CH3:3].CC(C)([O-])C.[K+], predict the reaction product. The product is: [F:4][C:2]([C:5]1[CH:10]=[CH:9][C:8]([CH:11]2[CH2:16][N:15]([C:17]([N:19]3[CH2:24][CH2:23][S:22][CH2:21][CH2:20]3)=[O:18])[CH2:14][CH:13]([C:25]([OH:27])=[O:26])[CH2:12]2)=[CH:7][CH:6]=1)([F:1])[CH3:3]. (3) Given the reactants F[C:2]1[CH:7]=[CH:6][C:5]([C:8]2N(CCC(O)CC(O)CC(O)=O)C(C(C)C)=C(C(NC3C=CC=CC=3)=O)[C:8]=2[C:5]2[CH:6]=[CH:7][CH:2]=[CH:3][CH:4]=2)=[CH:4][CH:3]=1.[Ca].[CH2:43]([O:50][C:51](=[O:58])[CH2:52][C:53](=[O:57])[CH:54]([CH3:56])[CH3:55])[C:44]1[CH:49]=[CH:48][CH:47]=[CH:46][CH:45]=1.C(=O)C1C=CC=CC=1, predict the reaction product. The product is: [CH2:43]([O:50][C:51](=[O:58])[C:52](=[CH:8][C:5]1[CH:6]=[CH:7][CH:2]=[CH:3][CH:4]=1)[C:53](=[O:57])[CH:54]([CH3:56])[CH3:55])[C:44]1[CH:49]=[CH:48][CH:47]=[CH:46][CH:45]=1. (4) Given the reactants [NH2:1][C:2]1[CH:29]=[CH:28][C:5]([O:6][C:7]2[CH:8]=[C:9]([NH:14][C:15](=[O:27])[C:16]3[CH:21]=[CH:20][CH:19]=[C:18]([C:22]([C:25]#[N:26])([CH3:24])[CH3:23])[CH:17]=3)[CH:10]=[CH:11][C:12]=2[CH3:13])=[CH:4][CH:3]=1.[S-:30][C:31]#[N:32].[K+].BrBr, predict the reaction product. The product is: [NH2:32][C:31]1[S:30][C:3]2[CH:4]=[C:5]([O:6][C:7]3[CH:8]=[C:9]([NH:14][C:15](=[O:27])[C:16]4[CH:21]=[CH:20][CH:19]=[C:18]([C:22]([C:25]#[N:26])([CH3:24])[CH3:23])[CH:17]=4)[CH:10]=[CH:11][C:12]=3[CH3:13])[CH:28]=[CH:29][C:2]=2[N:1]=1. (5) Given the reactants C[O:2][C:3]1[CH:12]=[CH:11][C:10]2[N:9]=[C:8]([C:13]3[CH:18]=[CH:17][CH:16]=[CH:15][CH:14]=3)[CH:7]=[N:6][C:5]=2[C:4]=1[C:19]([O:21]C)=[O:20].B(Br)(Br)Br, predict the reaction product. The product is: [OH:2][C:3]1[CH:12]=[CH:11][C:10]2[N:9]=[C:8]([C:13]3[CH:18]=[CH:17][CH:16]=[CH:15][CH:14]=3)[CH:7]=[N:6][C:5]=2[C:4]=1[C:19]([OH:21])=[O:20]. (6) The product is: [CH3:61][O:60][C:57]1[N:56]=[N:55][C:54]([N:37]2[C:38]([C:40]3[CH:44]=[CH:43][NH:42][CH:41]=3)=[CH:39][C:35]([C:33]([OH:34])=[O:32])=[N:36]2)=[CH:59][CH:58]=1. Given the reactants COC(C1C=C(C2C=CN(S(C3C=CC=CC=3)(=O)=O)C=2)N(C2N=NC(Cl)=CC=2)N=1)=O.C[O:32][C:33]([C:35]1[CH:39]=[C:38]([C:40]2[CH:44]=[CH:43][N:42](S(C3C=CC=CC=3)(=O)=O)[CH:41]=2)[N:37]([C:54]2[N:55]=[N:56][C:57]([O:60][CH3:61])=[CH:58][CH:59]=2)[N:36]=1)=[O:34].C[O-].[Na+].[OH-].[Na+].Cl, predict the reaction product. (7) Given the reactants Br[C:2]1[CH:10]=[CH:9][C:5]2[N:6]=[CH:7][S:8][C:4]=2[CH:3]=1.[B:11]1([B:11]2[O:15][C:14]([CH3:17])([CH3:16])[C:13]([CH3:19])([CH3:18])[O:12]2)[O:15][C:14]([CH3:17])([CH3:16])[C:13]([CH3:19])([CH3:18])[O:12]1.C([O-])(=O)C.[K+], predict the reaction product. The product is: [CH3:18][C:13]1([CH3:19])[C:14]([CH3:17])([CH3:16])[O:15][B:11]([C:2]2[CH:10]=[CH:9][C:5]3[N:6]=[CH:7][S:8][C:4]=3[CH:3]=2)[O:12]1. (8) Given the reactants [C:1]1([C:7]2[C:11]3[CH:12]=[N:13][CH:14]=[CH:15][C:10]=3[NH:9][CH:8]=2)[CH:6]=[CH:5][CH:4]=[CH:3][CH:2]=1.[F:16][C:17]1[CH:36]=[CH:35][C:20]([CH2:21][NH:22][C:23]([C:25]2[CH:30]=[CH:29][C:28]([S:31](Cl)(=[O:33])=[O:32])=[CH:27][CH:26]=2)=[O:24])=[CH:19][CH:18]=1, predict the reaction product. The product is: [F:16][C:17]1[CH:18]=[CH:19][C:20]([CH2:21][NH:22][C:23](=[O:24])[C:25]2[CH:30]=[CH:29][C:28]([S:31]([N:9]3[C:10]4[CH:15]=[CH:14][N:13]=[CH:12][C:11]=4[C:7]([C:1]4[CH:2]=[CH:3][CH:4]=[CH:5][CH:6]=4)=[CH:8]3)(=[O:32])=[O:33])=[CH:27][CH:26]=2)=[CH:35][CH:36]=1. (9) Given the reactants [N:1]([CH:4]1[CH:10]([F:11])[CH2:9][CH2:8][N:7]([C:12]2[N:16]([CH3:17])[N:15]=[CH:14][C:13]=2[N+:18]([O-:20])=[O:19])[CH2:6][CH2:5]1)=[N+]=[N-].C1(P(C2C=CC=CC=2)C2C=CC=CC=2)C=CC=CC=1, predict the reaction product. The product is: [F:11][CH:10]1[CH2:9][CH2:8][N:7]([C:12]2[N:16]([CH3:17])[N:15]=[CH:14][C:13]=2[N+:18]([O-:20])=[O:19])[CH2:6][CH2:5][CH:4]1[NH2:1]. (10) Given the reactants C([O-])([O-])=O.[Na+].[Na+].Br[C:8]1[CH:13]=[CH:12][N:11]([CH:14]2[CH2:16][CH2:15]2)[C:10](=[O:17])[CH:9]=1.[OH:18][C:19]([CH3:53])([CH3:52])[CH2:20][C@@:21]1([C:46]2[CH:51]=[CH:50][CH:49]=[CH:48][CH:47]=2)[O:26][C:25](=[O:27])[N:24]([C@H:28]([C:30]2[CH:35]=[CH:34][C:33](B3OC(C)(C)C(C)(C)O3)=[CH:32][C:31]=2[CH3:45])[CH3:29])[CH2:23][CH2:22]1, predict the reaction product. The product is: [CH:14]1([N:11]2[CH:12]=[CH:13][C:8]([C:33]3[CH:34]=[CH:35][C:30]([C@@H:28]([N:24]4[CH2:23][CH2:22][C@:21]([CH2:20][C:19]([OH:18])([CH3:53])[CH3:52])([C:46]5[CH:51]=[CH:50][CH:49]=[CH:48][CH:47]=5)[O:26][C:25]4=[O:27])[CH3:29])=[C:31]([CH3:45])[CH:32]=3)=[CH:9][C:10]2=[O:17])[CH2:16][CH2:15]1.